From a dataset of Forward reaction prediction with 1.9M reactions from USPTO patents (1976-2016). Predict the product of the given reaction. (1) Given the reactants [OH:1][C@@H:2]([C:4]1[N:15]([C@H:16]2[CH2:21][CH2:20][C@H:19]([CH2:22][NH:23][C:24](=[O:26])[O-:25])[CH2:18][CH2:17]2)[C:7]2=[C:8]3[S:14][CH:13]=[CH:12][C:9]3=[N:10][CH:11]=[C:6]2[N:5]=1)[CH3:3].[F:27][C:28]([F:33])([F:32])[C:29]([OH:31])=[O:30], predict the reaction product. The product is: [F:27][C:28]([F:33])([F:32])[C:29]([OH:31])=[O:30].[F:27][C:28]([F:33])([F:32])[C:29]([OH:31])=[O:30].[NH2:23][CH2:22][C@H:19]1[CH2:20][CH2:21][C@H:16]([N:15]2[C:7]3=[C:8]4[S:14][CH:13]=[CH:12][C:9]4=[N:10][CH:11]=[C:6]3[N:5]=[C:4]2[C@H:2]([OH:1])[CH3:3])[CH2:17][CH2:18]1.[C:24]([OH:25])([C:28]([F:33])([F:32])[F:27])=[O:26]. (2) Given the reactants [NH2:1][C:2]1[C:11]2[N:12]=[C:13]([CH2:20]Cl)[N:14]([CH2:15][C:16]([CH3:19])([OH:18])[CH3:17])[C:10]=2[C:9]2[CH:8]=[CH:7][CH:6]=[CH:5][C:4]=2[N:3]=1.[OH:22][N:23]1[C:27](=[O:28])[C:26]2=[CH:29][CH:30]=[CH:31][CH:32]=[C:25]2[C:24]1=[O:33].C(N(CC)CC)C, predict the reaction product. The product is: [NH2:1][C:2]1[C:11]2[N:12]=[C:13]([CH2:20][O:22][N:23]3[C:27](=[O:28])[C:26]4[C:25](=[CH:32][CH:31]=[CH:30][CH:29]=4)[C:24]3=[O:33])[N:14]([CH2:15][C:16]([OH:18])([CH3:19])[CH3:17])[C:10]=2[C:9]2[CH:8]=[CH:7][CH:6]=[CH:5][C:4]=2[N:3]=1. (3) Given the reactants [CH3:1][O:2][C:3](=[O:12])[C:4]1[CH:9]=[CH:8][CH:7]=[C:6](Br)[C:5]=1[CH3:11].C([O-])([O-])=O.[Na+].[Na+].[CH3:19][N:20](C)C(=O)C, predict the reaction product. The product is: [CH3:1][O:2][C:3](=[O:12])[C:4]1[CH:9]=[CH:8][CH:7]=[C:6]([C:19]#[N:20])[C:5]=1[CH3:11]. (4) Given the reactants [NH2:1][CH2:2][C:3]1([C:6]([O:8][C:9]([CH3:12])([CH3:11])[CH3:10])=[O:7])[CH2:5][CH2:4]1.[C:13]([O-])(O)=[O:14].[Na+].ClC(Cl)(OC(=O)OC(Cl)(Cl)Cl)Cl, predict the reaction product. The product is: [N:1]([CH2:2][C:3]1([C:6]([O:8][C:9]([CH3:12])([CH3:11])[CH3:10])=[O:7])[CH2:4][CH2:5]1)=[C:13]=[O:14]. (5) The product is: [CH3:15][C:13]1[N:12]=[CH:11][N:10]([C:5]2[CH:4]=[CH:3][C:2]([NH:27][C:24]3[N:25]=[CH:26][N:22]([CH2:21][C:20]4[CH:28]=[CH:29][CH:30]=[C:18]([C:17]([F:32])([F:16])[F:31])[CH:19]=4)[N:23]=3)=[CH:9][C:6]=2[C:7]#[N:8])[CH:14]=1. Given the reactants Br[C:2]1[CH:3]=[CH:4][C:5]([N:10]2[CH:14]=[C:13]([CH3:15])[N:12]=[CH:11]2)=[C:6]([CH:9]=1)[C:7]#[N:8].[F:16][C:17]([F:32])([F:31])[C:18]1[CH:19]=[C:20]([CH:28]=[CH:29][CH:30]=1)[CH2:21][N:22]1[CH:26]=[N:25][C:24]([NH2:27])=[N:23]1, predict the reaction product. (6) Given the reactants ClC1C=C(C=CC=1Cl)[O:5][CH:6]1[CH2:11][CH2:10][N:9]([S:12]([C:15]2[C:16]([CH3:22])=[N:17][N:18](C)[C:19]=2[CH3:20])(=[O:14])=[O:13])[CH2:8][CH2:7]1.ClC1C=C(C=CC=1Cl)NCC1CCN(S(C2C(C)=NN(C)C=2C)(=O)=O)CC1.FC(F)(F)C(O)=O.[Cl:61][C:62]1[CH:75]=[CH:74][C:65]([CH2:66]C2(O)CCNCC2)=[C:64]([F:76])[CH:63]=1, predict the reaction product. The product is: [Cl:61][C:62]1[CH:75]=[CH:74][C:65]([CH2:66][C:6]2([OH:5])[CH2:7][CH2:8][N:9]([S:12]([C:15]3[C:19]([CH3:20])=[N:18][NH:17][C:16]=3[CH3:22])(=[O:13])=[O:14])[CH2:10][CH2:11]2)=[C:64]([F:76])[CH:63]=1.